Dataset: Forward reaction prediction with 1.9M reactions from USPTO patents (1976-2016). Task: Predict the product of the given reaction. (1) The product is: [O:17]=[C:16]1[NH:10][C:9]2[CH:8]=[CH:7][C:4]([C:5]#[N:6])=[CH:3][C:2]=2[NH:1]1. Given the reactants [NH2:1][C:2]1[CH:3]=[C:4]([CH:7]=[CH:8][C:9]=1[NH2:10])[C:5]#[N:6].C1N=CN([C:16](N2C=NC=C2)=[O:17])C=1.[OH-].[Na+], predict the reaction product. (2) Given the reactants C(OC(=O)[NH:7][C:8]1[CH:13]=[C:12]([NH:14][C:15]2[N:16]=[CH:17][C:18]3[N:23]=[C:22]([NH:24][C:25](=[O:27])[CH3:26])[S:21][C:19]=3[N:20]=2)[C:11]([Cl:28])=[CH:10][C:9]=1[F:29])(C)(C)C.C1(OC)C=CC=CC=1, predict the reaction product. The product is: [NH2:7][C:8]1[C:9]([F:29])=[CH:10][C:11]([Cl:28])=[C:12]([NH:14][C:15]2[N:16]=[CH:17][C:18]3[N:23]=[C:22]([NH:24][C:25](=[O:27])[CH3:26])[S:21][C:19]=3[N:20]=2)[CH:13]=1. (3) Given the reactants [CH2:1]([O:3][C:4]([CH:6]1[CH2:11][CH2:10][CH:9](OS(C)(=O)=O)[CH2:8][CH2:7]1)=[O:5])[CH3:2].[CH3:17][N:18]1[CH:22]=[C:21]([C:23]2[CH:24]=[C:25]([C:29]3[N:34]=[CH:33][C:32]([C:35]4[CH:36]=[N:37][NH:38][CH:39]=4)=[CH:31][N:30]=3)[CH:26]=[CH:27][CH:28]=2)[CH:20]=[N:19]1.C(=O)([O-])[O-].[Cs+].[Cs+].O, predict the reaction product. The product is: [CH2:1]([O:3][C:4]([CH:6]1[CH2:11][CH2:10][CH:9]([N:37]2[CH:36]=[C:35]([C:32]3[CH:31]=[N:30][C:29]([C:25]4[CH:26]=[CH:27][CH:28]=[C:23]([C:21]5[CH:20]=[N:19][N:18]([CH3:17])[CH:22]=5)[CH:24]=4)=[N:34][CH:33]=3)[CH:39]=[N:38]2)[CH2:8][CH2:7]1)=[O:5])[CH3:2]. (4) Given the reactants [NH2:1][C:2]1[CH:3]=[CH:4][C:5]([Br:8])=[N:6][CH:7]=1.[I:9]I, predict the reaction product. The product is: [Br:8][C:5]1[N:6]=[C:7]([I:9])[C:2]([NH2:1])=[CH:3][CH:4]=1. (5) Given the reactants [O:1]([C:8]1[CH:29]=[CH:28][C:11]([O:12][C:13]2[C:14]3[N:21]([CH2:22][CH:23]4[CH2:27][CH2:26][CH2:25][NH:24]4)[CH:20]=[CH:19][C:15]=3[N:16]=[CH:17][N:18]=2)=[CH:10][CH:9]=1)[C:2]1[CH:7]=[CH:6][CH:5]=[CH:4][CH:3]=1.C(=O)(O)[O-].[Na+].[C:35](Br)#[N:36], predict the reaction product. The product is: [O:1]([C:8]1[CH:29]=[CH:28][C:11]([O:12][C:13]2[C:14]3[N:21]([CH2:22][CH:23]4[CH2:27][CH2:26][CH2:25][N:24]4[C:35]#[N:36])[CH:20]=[CH:19][C:15]=3[N:16]=[CH:17][N:18]=2)=[CH:10][CH:9]=1)[C:2]1[CH:7]=[CH:6][CH:5]=[CH:4][CH:3]=1.